Dataset: Full USPTO retrosynthesis dataset with 1.9M reactions from patents (1976-2016). Task: Predict the reactants needed to synthesize the given product. (1) Given the product [Cl:15][C:16]1[S:20][C:19]([C:21]([NH:23][C:24]2[CH:32]=[CH:31][CH:30]=[C:29]3[C:25]=2[C:26](=[O:42])[N:27]([CH2:34][C:35]2[CH:40]=[CH:39][C:38]([I:41])=[CH:37][CH:36]=2)[CH2:28]3)=[O:22])=[CH:18][CH:17]=1, predict the reactants needed to synthesize it. The reactants are: FC(F)(F)C(O)=O.C([SiH](CC)CC)C.[Cl:15][C:16]1[S:20][C:19]([C:21]([NH:23][C:24]2[CH:32]=[CH:31][CH:30]=[C:29]3[C:25]=2[C:26](=[O:42])[N:27]([CH2:34][C:35]2[CH:40]=[CH:39][C:38]([I:41])=[CH:37][CH:36]=2)[CH:28]3O)=[O:22])=[CH:18][CH:17]=1.C(=O)(O)[O-].[Na+]. (2) Given the product [CH3:1][C:2]1[CH:3]=[CH:4][CH:5]=[C:6]2[C:10]=1[N:9]([C:12]1[CH:17]=[CH:16][CH:15]=[CH:14][CH:13]=1)[CH:8]=[CH:7]2, predict the reactants needed to synthesize it. The reactants are: [CH3:1][C:2]1[CH:3]=[CH:4][CH:5]=[C:6]2[C:10]=1[NH:9][CH:8]=[CH:7]2.I[C:12]1[CH:17]=[CH:16][CH:15]=[CH:14][CH:13]=1.